From a dataset of Forward reaction prediction with 1.9M reactions from USPTO patents (1976-2016). Predict the product of the given reaction. (1) Given the reactants [NH2:1][C@@H:2]([CH3:19])[CH2:3][N:4]1[CH:8]=[CH:7][C:6]([C:9]2[CH:16]=[C:15]([F:17])[C:12]([C:13]#[N:14])=[C:11]([Cl:18])[CH:10]=2)=[N:5]1.[N:20]1[C:24]2[CH:25]=[CH:26][C:27]([C:29](O)=[O:30])=[N:28][C:23]=2[NH:22][CH:21]=1.CCN(C(C)C)C(C)C.C1C=C2N=NN(O)C2=CC=1.O.CCN=C=NCCCN(C)C, predict the reaction product. The product is: [Cl:18][C:11]1[CH:10]=[C:9]([C:6]2[CH:7]=[CH:8][N:4]([CH2:3][C@@H:2]([NH:1][C:29]([C:27]3[N:28]=[C:23]4[NH:22][CH:21]=[N:20][C:24]4=[CH:25][CH:26]=3)=[O:30])[CH3:19])[N:5]=2)[CH:16]=[C:15]([F:17])[C:12]=1[C:13]#[N:14]. (2) The product is: [CH3:1][O:2][C:3]([C:5]1[C:9]([C:10]([OH:12])=[O:11])=[N:8][N:7]([CH3:14])[N:6]=1)=[O:4]. Given the reactants [CH3:1][O:2][C:3]([C:5]1[C:9]([C:10]([O:12]C)=[O:11])=[N:8][N:7]([CH3:14])[N:6]=1)=[O:4].[OH-].[K+], predict the reaction product. (3) The product is: [CH3:40][C:5]([O:33][C:34]1[CH:39]=[CH:38][CH:37]=[CH:36][CH:35]=1)([CH2:6][C:7]1[CH:8]=[CH:9][C:10]([O:13][CH2:14][CH2:15][CH:16]2[CH2:20][N:19]([CH2:21][C:22]3[CH:23]=[CH:24][C:25]([CH3:28])=[CH:26][CH:27]=3)[C:18](=[O:29])[N:17]2[CH2:30][CH2:31][CH3:32])=[CH:11][CH:12]=1)[C:4]([OH:41])=[O:3]. Given the reactants C([O:3][C:4](=[O:41])[C:5]([CH3:40])([O:33][C:34]1[CH:39]=[CH:38][CH:37]=[CH:36][CH:35]=1)[CH2:6][C:7]1[CH:12]=[CH:11][C:10]([O:13][CH2:14][CH2:15][CH:16]2[CH2:20][N:19]([CH2:21][C:22]3[CH:27]=[CH:26][C:25]([CH3:28])=[CH:24][CH:23]=3)[C:18](=[O:29])[N:17]2[CH2:30][CH2:31][CH3:32])=[CH:9][CH:8]=1)C.[OH-].[Na+], predict the reaction product. (4) Given the reactants [NH2:1][CH2:2][CH2:3][NH:4][C:5](=[O:11])[O:6][C:7]([CH3:10])([CH3:9])[CH3:8].C(N(CC)CC)C.[N:19]1([C:25](Cl)=[O:26])[CH2:24][CH2:23][O:22][CH2:21][CH2:20]1, predict the reaction product. The product is: [N:19]1([C:25]([NH:1][CH2:2][CH2:3][NH:4][C:5](=[O:11])[O:6][C:7]([CH3:8])([CH3:10])[CH3:9])=[O:26])[CH2:24][CH2:23][O:22][CH2:21][CH2:20]1. (5) Given the reactants [NH2:1][C:2]1[N:7]=[C:6]([C:8]([NH:10][CH:11]([C:13]2[CH:14]=[N:15][C:16]([O:19][CH2:20][C:21]([F:24])([F:23])[F:22])=[CH:17][CH:18]=2)[CH3:12])=[O:9])[CH:5]=[CH:4][CH:3]=1.[C:25](Cl)(=[O:28])[CH2:26][CH3:27], predict the reaction product. The product is: [C:25]([NH:1][C:2]1[N:7]=[C:6]([C:8]([NH:10][CH:11]([C:13]2[CH:14]=[N:15][C:16]([O:19][CH2:20][C:21]([F:23])([F:24])[F:22])=[CH:17][CH:18]=2)[CH3:12])=[O:9])[CH:5]=[CH:4][CH:3]=1)(=[O:28])[CH2:26][CH3:27].